The task is: Predict which catalyst facilitates the given reaction.. This data is from Catalyst prediction with 721,799 reactions and 888 catalyst types from USPTO. (1) Reactant: [N:1]1([C:7]2[N:12]=[C:11]([NH:13][C:14]3[CH:19]=[CH:18][C:17]([CH3:20])=[CH:16][CH:15]=3)[CH:10]=[C:9]([CH2:21][CH2:22][CH3:23])[N:8]=2)[CH2:6][CH2:5][NH:4][CH2:3][CH2:2]1.N1C=CC=CC=1.[CH3:30][O:31][C:32]1[CH:37]=[CH:36][C:35]([S:38](Cl)(=[O:40])=[O:39])=[CH:34][CH:33]=1. Product: [CH3:30][O:31][C:32]1[CH:33]=[CH:34][C:35]([S:38]([N:4]2[CH2:3][CH2:2][N:1]([C:7]3[N:12]=[C:11]([NH:13][C:14]4[CH:19]=[CH:18][C:17]([CH3:20])=[CH:16][CH:15]=4)[CH:10]=[C:9]([CH2:21][CH2:22][CH3:23])[N:8]=3)[CH2:6][CH2:5]2)(=[O:40])=[O:39])=[CH:36][CH:37]=1. The catalyst class is: 2. (2) Reactant: [I-].C[S+](C)(C)=O.[CH3:7]C(C)([O-])C.[K+].[Cl:13][C:14]1[CH:19]=[CH:18][C:17]([CH2:20][C:21]([C:23]2[CH:28]=[CH:27][C:26]([C:29]3[CH:34]=[CH:33][C:32]([O:35][C:36]([F:39])([F:38])[F:37])=[CH:31][CH:30]=3)=[CH:25][N:24]=2)=[O:22])=[C:16]([F:40])[CH:15]=1. Product: [Cl:13][C:14]1[CH:19]=[CH:18][C:17]([CH2:20][C:21]2([C:23]3[CH:28]=[CH:27][C:26]([C:29]4[CH:34]=[CH:33][C:32]([O:35][C:36]([F:37])([F:38])[F:39])=[CH:31][CH:30]=4)=[CH:25][N:24]=3)[CH2:7][O:22]2)=[C:16]([F:40])[CH:15]=1. The catalyst class is: 218. (3) Reactant: [Cl:1][C:2]1[CH:7]=[CH:6][CH:5]=[C:4]([Cl:8])[C:3]=1[CH2:9][O:10][C:11]1[CH:16]=[CH:15][C:14]2[C:17]3([CH2:23][O:24][C:13]=2[CH:12]=1)[CH2:22][CH2:21][NH:20][CH2:19][CH2:18]3.C(N(C(C)C)C(C)C)C.[C:34](#[N:37])[CH:35]=[CH2:36]. Product: [Cl:8][C:4]1[CH:5]=[CH:6][CH:7]=[C:2]([Cl:1])[C:3]=1[CH2:9][O:10][C:11]1[CH:16]=[CH:15][C:14]2[C:17]3([CH2:23][O:24][C:13]=2[CH:12]=1)[CH2:18][CH2:19][N:20]([CH2:36][CH2:35][C:34]#[N:37])[CH2:21][CH2:22]3. The catalyst class is: 5. (4) Reactant: [C:18]1(P([C:14]2[CH:19]=[CH:18][CH:17]=[CH:16]C=2)[C:18]2[CH:19]=[CH:14]C=[CH:16][CH:17]=2)[CH:19]=[CH:14]C=[CH:16][CH:17]=1.[CH:20](O)=[O:21].C([O:26][CH2:27][CH3:28])(=O)C. Product: [CH3:14][C:19]1[CH:28]=[C:27]([OH:26])[CH:16]=[CH:17][C:18]=1[CH:20]=[O:21]. The catalyst class is: 167. (5) Reactant: [NH2:1][CH2:2][CH2:3][CH2:4][C:5]1[N:9]2[CH:10]=[CH:11][CH:12]=[CH:13][C:8]2=[N:7][C:6]=1[CH2:14][N:15]([CH3:26])[C@@H:16]1[C:25]2[N:24]=[CH:23][CH:22]=[CH:21][C:20]=2[CH2:19][CH2:18][CH2:17]1.[CH:27](=[O:31])[CH:28]([CH3:30])[CH3:29].C(OC)(OC)OC.[BH4-].[Na+]. Product: [NH4+:1].[OH-:31].[CH3:26][N:15]([CH2:14][C:6]1[N:7]=[C:8]2[CH:13]=[CH:12][CH:11]=[CH:10][N:9]2[C:5]=1[CH2:4][CH2:3][CH2:2][NH:1][CH2:27][CH:28]([CH3:30])[CH3:29])[C@@H:16]1[C:25]2[N:24]=[CH:23][CH:22]=[CH:21][C:20]=2[CH2:19][CH2:18][CH2:17]1. The catalyst class is: 5. (6) Reactant: Cl.[CH2:2]([NH2:9])[C:3]1[CH:8]=[CH:7][CH:6]=[CH:5][CH:4]=1.C(N(CC)CC)C.[CH3:17][O:18][C:19]1[CH:24]=[CH:23][C:22]([S:25](Cl)(=[O:27])=[O:26])=[CH:21][CH:20]=1. Product: [CH2:2]([NH:9][S:25]([C:22]1[CH:21]=[CH:20][C:19]([O:18][CH3:17])=[CH:24][CH:23]=1)(=[O:27])=[O:26])[C:3]1[CH:8]=[CH:7][CH:6]=[CH:5][CH:4]=1. The catalyst class is: 22. (7) Reactant: COC1C=CC(C[NH:10][C:11]([C:13]2[C:14]([NH:24][CH2:25][CH2:26][NH:27]C(=O)OC(C)(C)C)=[C:15]3[C:21]([CH3:22])=[N:20][N:19]([CH3:23])[C:16]3=[N:17][CH:18]=2)=[O:12])=CC=1.[F:35][C:36]([F:42])([F:41])[S:37]([OH:40])(=[O:39])=[O:38]. Product: [F:35][C:36]([F:42])([F:41])[S:37]([OH:40])(=[O:39])=[O:38].[NH2:27][CH2:26][CH2:25][NH:24][C:14]1[C:13]([C:11]([NH2:10])=[O:12])=[CH:18][N:17]=[C:16]2[N:19]([CH3:23])[N:20]=[C:21]([CH3:22])[C:15]=12. The catalyst class is: 268. (8) Reactant: [CH3:1][O:2][C:3]1[CH:8]=[C:7]([C:9]([NH:11]C(=O)/C=C\C(O)=O)=[O:10])[CH:6]=[CH:5][N:4]=1.O=P(Cl)(Cl)Cl.[NH2:24][NH:25][C:26](=[N:37][C:38]1[CH:43]=[CH:42][CH:41]=[CH:40][C:39]=1[Cl:44])[C:27]1[CH:32]=[CH:31][C:30]([S:33]([CH3:36])(=[O:35])=[O:34])=[CH:29][CH:28]=1. Product: [Cl:44][C:39]1[CH:40]=[CH:41][CH:42]=[CH:43][C:38]=1[N:37]1[C:26]([C:27]2[CH:32]=[CH:31][C:30]([S:33]([CH3:36])(=[O:34])=[O:35])=[CH:29][CH:28]=2)=[N:25][N:24]=[C:6]1/[CH:7]=[CH:8]/[C:3]1[O:10][C:9]([C:7]2[CH:6]=[CH:5][N:4]=[C:3]([O:2][CH3:1])[CH:8]=2)=[N:11][N:4]=1. The catalyst class is: 11. (9) Reactant: Cl.[Cl:2][C:3]1[C:4]([C:24]2[CH:25]=[N:26][N:27]3[CH:32]=[CH:31][CH:30]=[CH:29][C:28]=23)=[N:5][C:6]([NH:9][C:10]2[CH:18]=[C:17]3[C:13]([CH2:14][CH2:15][N:16]3C(=O)C)=[CH:12][C:11]=2[O:22][CH3:23])=[N:7][CH:8]=1. Product: [Cl:2][C:3]1[C:4]([C:24]2[CH:25]=[N:26][N:27]3[CH:32]=[CH:31][CH:30]=[CH:29][C:28]=23)=[N:5][C:6]([NH:9][C:10]2[CH:18]=[C:17]3[C:13]([CH2:14][CH2:15][NH:16]3)=[CH:12][C:11]=2[O:22][CH3:23])=[N:7][CH:8]=1. The catalyst class is: 5.